Dataset: Forward reaction prediction with 1.9M reactions from USPTO patents (1976-2016). Task: Predict the product of the given reaction. (1) Given the reactants C([O:3][C:4]([C:6]1[CH:7]=[C:8]2[CH2:15][CH2:14][CH2:13][C:9]2=[N:10][C:11]=1[NH2:12])=[O:5])C.[OH-].[Na+].Cl, predict the reaction product. The product is: [NH2:12][C:11]1[N:10]=[C:9]2[CH2:13][CH2:14][CH2:15][C:8]2=[CH:7][C:6]=1[C:4]([OH:5])=[O:3]. (2) Given the reactants [CH:1]([O:4][P:5]([C:11]1[CH:30]=[CH:29][C:14]([O:15][C:16]2[CH:17]=[C:18]([CH:22]=[C:23]([O:25][CH:26]([CH3:28])[CH3:27])[CH:24]=2)[C:19]([OH:21])=[O:20])=[CH:13][CH:12]=1)([O:7][CH:8]([CH3:10])[CH3:9])=[O:6])([CH3:3])[CH3:2].CN(C=O)C.C(Cl)(=O)C(Cl)=O.N1C=CC=CC=1.[CH3:48][Si:49]([CH3:54])([CH3:53])[CH2:50][CH2:51]O, predict the reaction product. The product is: [CH3:48][Si:49]([CH3:54])([CH3:53])[CH2:50][CH2:51][O:20][C:19](=[O:21])[C:18]1[CH:22]=[C:23]([O:25][CH:26]([CH3:28])[CH3:27])[CH:24]=[C:16]([O:15][C:14]2[CH:29]=[CH:30][C:11]([P:5]([O:7][CH:8]([CH3:10])[CH3:9])([O:4][CH:1]([CH3:2])[CH3:3])=[O:6])=[CH:12][CH:13]=2)[CH:17]=1. (3) Given the reactants [N:1]1([C:6]2[N:11]=[C:10]([CH:12]=O)[CH:9]=[CH:8][CH:7]=2)[CH:5]=[CH:4][CH:3]=[N:2]1.N1(C2C=C[C:22]([CH:23]=[O:24])=CC=2)C=CC=N1, predict the reaction product. The product is: [N:1]1([C:6]2[N:11]=[C:10](/[CH:12]=[CH:22]/[CH:23]=[O:24])[CH:9]=[CH:8][CH:7]=2)[CH:5]=[CH:4][CH:3]=[N:2]1. (4) Given the reactants [CH2:1]([O:3][C:4]([C:6]1[CH:7]=[C:8]2[C:13](=[CH:14][CH:15]=1)[N:12]=[CH:11][C:10]([S:16]([CH3:19])(=[O:18])=[O:17])=[C:9]2Cl)=[O:5])[CH3:2].[O-:21][CH2:22][CH3:23].[Na+], predict the reaction product. The product is: [CH2:1]([O:3][C:4]([C:6]1[CH:7]=[C:8]2[C:13](=[CH:14][CH:15]=1)[N:12]=[CH:11][C:10]([S:16]([CH3:19])(=[O:18])=[O:17])=[C:9]2[O:21][CH2:22][CH3:23])=[O:5])[CH3:2]. (5) Given the reactants [F:1][C:2]1[CH:7]=[CH:6][CH:5]=[C:4]([F:8])[C:3]=1[N:9]1[C:14]2[N:15]=[C:16](S(C)(=O)=O)[N:17]=[C:18]([C:19]3[CH:24]=[CH:23][C:22]([F:25])=[CH:21][C:20]=3[CH3:26])[C:13]=2[CH:12]=[CH:11][C:10]1=[O:31].[F:32][C:33]([F:37])([F:36])[CH2:34][NH2:35], predict the reaction product. The product is: [F:32][C:33]([F:37])([F:36])[CH2:34][NH:35][C:16]1[N:17]=[C:18]([C:19]2[CH:24]=[CH:23][C:22]([F:25])=[CH:21][C:20]=2[CH3:26])[C:13]2[CH:12]=[CH:11][C:10](=[O:31])[N:9]([C:3]3[C:2]([F:1])=[CH:7][CH:6]=[CH:5][C:4]=3[F:8])[C:14]=2[N:15]=1. (6) Given the reactants [OH:1][CH:2]1[CH2:7][CH2:6][NH:5][CH:4]([C:8]([O:10][CH3:11])=[O:9])[CH2:3]1.C(N(CC)CC)C.Cl[C:20]([O:22][CH2:23][C:24]1[CH:29]=[CH:28][CH:27]=[CH:26][CH:25]=1)=[O:21], predict the reaction product. The product is: [OH:1][CH:2]1[CH2:7][CH2:6][N:5]([C:20]([O:22][CH2:23][C:24]2[CH:29]=[CH:28][CH:27]=[CH:26][CH:25]=2)=[O:21])[CH:4]([C:8]([O:10][CH3:11])=[O:9])[CH2:3]1. (7) Given the reactants [Br:1][C:2]1[C:3]([O:10][CH2:11][C:12]([F:15])([F:14])[F:13])=[CH:4][C:5]([C:8]#N)=[N:6][CH:7]=1.N([O-])=[O:17].[Na+].[OH-:20].[Na+], predict the reaction product. The product is: [Br:1][C:2]1[C:3]([O:10][CH2:11][C:12]([F:15])([F:14])[F:13])=[CH:4][C:5]([C:8]([OH:17])=[O:20])=[N:6][CH:7]=1.